Task: Regression. Given a peptide amino acid sequence and an MHC pseudo amino acid sequence, predict their binding affinity value. This is MHC class I binding data.. Dataset: Peptide-MHC class I binding affinity with 185,985 pairs from IEDB/IMGT (1) The peptide sequence is FPGEKRVSK. The MHC is HLA-A03:01 with pseudo-sequence HLA-A03:01. The binding affinity (normalized) is 0.0847. (2) The MHC is HLA-A02:03 with pseudo-sequence HLA-A02:03. The peptide sequence is KRMMIRYCL. The binding affinity (normalized) is 0.321. (3) The peptide sequence is IYMLAGNYS. The MHC is HLA-A02:03 with pseudo-sequence HLA-A02:03. The binding affinity (normalized) is 0.